This data is from Peptide-MHC class II binding affinity with 134,281 pairs from IEDB. The task is: Regression. Given a peptide amino acid sequence and an MHC pseudo amino acid sequence, predict their binding affinity value. This is MHC class II binding data. The peptide sequence is VFLGSAHGIPKVPPG. The MHC is HLA-DPA10103-DPB10301 with pseudo-sequence HLA-DPA10103-DPB10301. The binding affinity (normalized) is 0.